From a dataset of Catalyst prediction with 721,799 reactions and 888 catalyst types from USPTO. Predict which catalyst facilitates the given reaction. (1) Reactant: [ClH:1].[N:2]1([C:8]([C:10]2[CH:11]=[C:12]([C:16]3[CH:21]=[CH:20][CH:19]=[C:18]([CH2:22][C@H:23]([NH:38][C:39]([C@H:41]4[CH2:46][CH2:45][C@H:44]([CH2:47][NH:48]C(=O)OC(C)(C)C)[CH2:43][CH2:42]4)=[O:40])[C:24](=[O:37])[NH:25][C:26]4[CH:31]=[CH:30][C:29]([C:32]5[NH:36][N:35]=[N:34][N:33]=5)=[CH:28][CH:27]=4)[CH:17]=3)[CH:13]=[CH:14][CH:15]=2)=[O:9])[CH2:7][CH2:6][O:5][CH2:4][CH2:3]1.C(#N)C. Product: [ClH:1].[NH2:48][CH2:47][C@H:44]1[CH2:43][CH2:42][C@H:41]([C:39]([NH:38][C@@H:23]([CH2:22][C:18]2[CH:17]=[C:16]([C:12]3[CH:13]=[CH:14][CH:15]=[C:10]([C:8]([N:2]4[CH2:3][CH2:4][O:5][CH2:6][CH2:7]4)=[O:9])[CH:11]=3)[CH:21]=[CH:20][CH:19]=2)[C:24](=[O:37])[NH:25][C:26]2[CH:31]=[CH:30][C:29]([C:32]3[NH:33][N:34]=[N:35][N:36]=3)=[CH:28][CH:27]=2)=[O:40])[CH2:46][CH2:45]1. The catalyst class is: 12. (2) Reactant: [F:1][C:2]1[C:7]([C:8]2[N:9]=[C:10]([CH2:24][N:25](C)[C:26](=O)OC(C)(C)C)[S:11][C:12]=2[S:13]([C:16]2[CH:21]=[CH:20][CH:19]=[C:18]([O:22][CH3:23])[CH:17]=2)(=[O:15])=[O:14])=[CH:6][CH:5]=[CH:4][N:3]=1.C(OCC)(=O)C.[ClH:40]. Product: [ClH:40].[F:1][C:2]1[C:7]([C:8]2[N:9]=[C:10]([CH2:24][NH:25][CH3:26])[S:11][C:12]=2[S:13]([C:16]2[CH:21]=[CH:20][CH:19]=[C:18]([O:22][CH3:23])[CH:17]=2)(=[O:14])=[O:15])=[CH:6][CH:5]=[CH:4][N:3]=1. The catalyst class is: 8. (3) Reactant: C(=O)([O-])[O-].[Cs+].[Cs+].Cl[C:8]1[C:17]([C:18]2[CH:23]=[CH:22][CH:21]=[CH:20][C:19]=2[S:24]([CH3:27])(=[O:26])=[O:25])=[CH:16][C:15]2[C:10](=[C:11]([F:28])[CH:12]=[CH:13][CH:14]=2)[N:9]=1.[CH:29]([B-](F)(F)F)=[CH2:30].[K+].CCOC(C)=O. Product: [F:28][C:11]1[CH:12]=[CH:13][CH:14]=[C:15]2[C:10]=1[N:9]=[C:8]([CH:29]=[CH2:30])[C:17]([C:18]1[CH:23]=[CH:22][CH:21]=[CH:20][C:19]=1[S:24]([CH3:27])(=[O:26])=[O:25])=[CH:16]2. The catalyst class is: 569. (4) Reactant: [O:1]1CCO[CH:2]1[C:6]1[S:10][C:9]([CH3:11])=[C:8]([C@H:12]2[C:21]3[C:16](=[CH:17][CH:18]=[CH:19][CH:20]=3)[CH2:15][CH2:14][O:13]2)[CH:7]=1.Cl. Product: [C@H:12]1([C:8]2[CH:7]=[C:6]([CH:2]=[O:1])[S:10][C:9]=2[CH3:11])[C:21]2[C:16](=[CH:17][CH:18]=[CH:19][CH:20]=2)[CH2:15][CH2:14][O:13]1. The catalyst class is: 1.